The task is: Predict the product of the given reaction.. This data is from Forward reaction prediction with 1.9M reactions from USPTO patents (1976-2016). (1) Given the reactants [C:1]([O-:4])(=[O:3])[CH3:2].[C:5]([O-])(=O)C.C([O-])(=O)C.C([O-])(=O)C.[Pb+4].[C:18]([O:21][CH2:22][CH2:23][O:24][C:25]1[CH:30]=[C:29]([CH3:31])[C:28]([C:32]2[CH:37]=[CH:36][C:35](C(=O)C)=[CH:34][CH:33]=2)=[C:27]([CH3:41])[CH:26]=1)(=[O:20])[CH3:19].B(F)(F)F.CCOCC.CO, predict the reaction product. The product is: [CH3:5][O:3][C:1](=[O:4])[CH2:2][C:35]1[CH:34]=[CH:33][C:32]([C:28]2[C:27]([CH3:41])=[CH:26][C:25]([O:24][CH2:23][CH2:22][O:21][C:18](=[O:20])[CH3:19])=[CH:30][C:29]=2[CH3:31])=[CH:37][CH:36]=1. (2) Given the reactants [N+:1]([C:4]1[CH:9]=[C:8]([C:10]([F:13])([F:12])[F:11])[CH:7]=[CH:6][C:5]=1[S:14](Cl)(=[O:16])=[O:15])([O-:3])=[O:2].[CH3:18][N:19]1[CH2:24][CH2:23][NH:22][CH2:21][CH2:20]1, predict the reaction product. The product is: [CH3:18][N:19]1[CH2:24][CH2:23][N:22]([S:14]([C:5]2[CH:6]=[CH:7][C:8]([C:10]([F:13])([F:12])[F:11])=[CH:9][C:4]=2[N+:1]([O-:3])=[O:2])(=[O:16])=[O:15])[CH2:21][CH2:20]1. (3) Given the reactants [CH2:1]([O:3][C:4]([C:6]1[CH:7]=[N:8][N:9]([C:12]2[CH:17]=[C:16]([C:18]([OH:20])=O)[CH:15]=[CH:14][C:13]=2[CH3:21])[C:10]=1[NH2:11])=[O:5])[CH3:2].CCN=C=N[CH2:27][CH2:28][CH2:29][N:30](C)C.C1C=CC2N(O)N=NC=2C=1.C(N(C(C)C)CC)(C)C.C1(N)CC1, predict the reaction product. The product is: [CH2:1]([O:3][C:4]([C:6]1[CH:7]=[N:8][N:9]([C:12]2[CH:17]=[C:16]([C:18](=[O:20])[NH:30][CH:29]3[CH2:27][CH2:28]3)[CH:15]=[CH:14][C:13]=2[CH3:21])[C:10]=1[NH2:11])=[O:5])[CH3:2]. (4) Given the reactants [NH2:1][C:2]1[N:3]=[CH:4][C:5]2[CH2:11][N:10]([C:12]3[C:13](=[O:19])[NH:14][CH:15]=[CH:16][C:17]=3[CH3:18])[CH2:9][CH2:8][C:6]=2[N:7]=1.I[C:21]1[CH:22]=[C:23]([CH:27]=[CH:28][CH:29]=1)[N:24]([CH3:26])[CH3:25].CNCCNC.P([O-])([O-])([O-])=O.[K+].[K+].[K+], predict the reaction product. The product is: [NH2:1][C:2]1[N:3]=[CH:4][C:5]2[CH2:11][N:10]([C:12]3[C:13](=[O:19])[N:14]([C:21]4[CH:29]=[CH:28][CH:27]=[C:23]([N:24]([CH3:26])[CH3:25])[CH:22]=4)[CH:15]=[CH:16][C:17]=3[CH3:18])[CH2:9][CH2:8][C:6]=2[N:7]=1. (5) Given the reactants [CH3:1][O:2][C:3]([C@@H:5]1[CH2:9][C@@H:8]([OH:10])[CH2:7][N:6]1[S:11]([C:14]1[CH:19]=[CH:18][C:17]([O:20][CH3:21])=[C:16]([O:22][CH3:23])[CH:15]=1)(=[O:13])=[O:12])=[O:4].[C:24]1(O)[CH:29]=[CH:28][CH:27]=[CH:26][CH:25]=1.C1(P(C2C=CC=CC=2)C2C=CC=CC=2)C=CC=CC=1.N(C(OCC)=O)=NC(OCC)=O, predict the reaction product. The product is: [CH3:1][O:2][C:3]([C@@H:5]1[CH2:9][C@H:8]([O:10][C:24]2[CH:29]=[CH:28][CH:27]=[CH:26][CH:25]=2)[CH2:7][N:6]1[S:11]([C:14]1[CH:19]=[CH:18][C:17]([O:20][CH3:21])=[C:16]([O:22][CH3:23])[CH:15]=1)(=[O:13])=[O:12])=[O:4]. (6) Given the reactants CC1(C)COB([C:8]2[CH:18]=[CH:17][C:11]([O:12][CH2:13][CH2:14][CH2:15][OH:16])=[CH:10][CH:9]=2)OC1.Br[C:21]1[CH:22]=[C:23]2[C:27](=[CH:28][C:29]=1[Cl:30])[NH:26][CH:25]=[C:24]2[CH:31]=[O:32].C1(C)C=CC=CC=1.C(=O)([O-])[O-].[K+].[K+], predict the reaction product. The product is: [Cl:30][C:29]1[CH:28]=[C:27]2[C:23]([C:24]([CH:31]=[O:32])=[CH:25][NH:26]2)=[CH:22][C:21]=1[C:8]1[CH:9]=[CH:10][C:11]([O:12][CH2:13][CH2:14][CH2:15][OH:16])=[CH:17][CH:18]=1. (7) Given the reactants [C:1]1(=[O:11])[NH:5][C:4](=[O:6])[C:3]2=[CH:7][CH:8]=[CH:9][CH:10]=[C:2]12.[K].Cl[CH2:14][C:15]1[N:16]([CH2:29][CH:30]([CH3:32])[CH3:31])[C:17]2[C:26]3[N:25]=[CH:24][CH:23]=[CH:22][C:21]=3[N:20]=[C:19]([NH2:27])[C:18]=2[N:28]=1, predict the reaction product. The product is: [NH2:27][C:19]1[C:18]2[N:28]=[C:15]([CH2:14][N:5]3[C:1](=[O:11])[C:2]4[C:3](=[CH:7][CH:8]=[CH:9][CH:10]=4)[C:4]3=[O:6])[N:16]([CH2:29][CH:30]([CH3:31])[CH3:32])[C:17]=2[C:26]2[N:25]=[CH:24][CH:23]=[CH:22][C:21]=2[N:20]=1. (8) Given the reactants Cl.[NH2:2][C:3]1[C:4]([OH:19])=[C:5]([C:10]2[CH:15]=[CH:14][CH:13]=[C:12]([C:16]([OH:18])=[O:17])[CH:11]=2)[CH:6]=[C:7]([F:9])[CH:8]=1.[N:20]([O-])=O.[Na+].[O:24]1[C:28]2[CH:29]=[CH:30][C:31]([N:33]3[C:37](=[O:38])[CH2:36][C:35]([CH3:39])=[N:34]3)=[CH:32][C:27]=2[CH2:26][CH2:25]1.C(=O)(O)[O-].[Na+], predict the reaction product. The product is: [O:24]1[C:28]2[CH:29]=[CH:30][C:31]([N:33]3[C:37](=[O:38])[C:36](=[N:20][NH:2][C:3]4[C:4]([OH:19])=[C:5]([C:10]5[CH:15]=[CH:14][CH:13]=[C:12]([C:16]([OH:18])=[O:17])[CH:11]=5)[CH:6]=[C:7]([F:9])[CH:8]=4)[C:35]([CH3:39])=[N:34]3)=[CH:32][C:27]=2[CH2:26][CH2:25]1. (9) Given the reactants [CH2:1]([CH:4]1[NH:9][C:8](=[O:10])[CH2:7][CH2:6][CH2:5]1)[CH:2]=[CH2:3], predict the reaction product. The product is: [CH2:1]([CH:4]1[NH:9][C:8](=[O:10])[CH2:7][CH2:6][CH2:5]1)[CH2:2][CH3:3]. (10) Given the reactants [CH:1]1[C:10]2[C:5](=[CH:6][CH:7]=[CH:8][CH:9]=2)[C:4]([CH:11]=O)=[CH:3][N:2]=1.N1(C2C=C[C:21]([CH:22]=[O:23])=CC=2)C=CC=N1, predict the reaction product. The product is: [CH:1]1[C:10]2[C:5](=[CH:6][CH:7]=[CH:8][CH:9]=2)[C:4](/[CH:11]=[CH:21]/[CH:22]=[O:23])=[CH:3][N:2]=1.